Dataset: Forward reaction prediction with 1.9M reactions from USPTO patents (1976-2016). Task: Predict the product of the given reaction. (1) Given the reactants [N+:1]([C:4]1[CH:5]=[C:6]2[C:10](=[CH:11][CH:12]=1)[NH:9][CH:8]=[CH:7]2)([O-])=O.C1(C2CCN(C(C3C=C(OC)C(OC)=C(OC)C=3)=O)CC2)C=CC=CC=1, predict the reaction product. The product is: [NH2:1][C:4]1[CH:5]=[C:6]2[C:10](=[CH:11][CH:12]=1)[NH:9][CH:8]=[CH:7]2. (2) Given the reactants [C:1]([C:3]([C:23](=O)[CH3:24])=[CH:4][C:5]1[O:13][C:12]2[CH:11]=[CH:10][N:9]=[C:8]([NH:14][C:15](=[O:22])[C:16]3[CH:21]=[CH:20][CH:19]=[CH:18][CH:17]=3)[C:7]=2[CH:6]=1)#[N:2].[NH2:26]/[C:27](/[C:31]([F:34])([F:33])[F:32])=[CH:28]/[C:29]#[N:30], predict the reaction product. The product is: [C:1]([C:3]1[CH:4]([C:5]2[O:13][C:12]3[CH:11]=[CH:10][N:9]=[C:8]([NH:14][C:15](=[O:22])[C:16]4[CH:17]=[CH:18][CH:19]=[CH:20][CH:21]=4)[C:7]=3[CH:6]=2)[C:28]([C:29]#[N:30])=[C:27]([C:31]([F:34])([F:33])[F:32])[NH:26][C:23]=1[CH3:24])#[N:2]. (3) The product is: [Si:13]([O:12][C@@H:10]1[CH2:9][CH2:8][C@:7]2([CH2:30][CH2:31][CH2:32][C:5]([CH2:3][OH:2])=[CH:6]2)[CH2:11]1)([C:26]([CH3:29])([CH3:28])[CH3:27])([C:20]1[CH:25]=[CH:24][CH:23]=[CH:22][CH:21]=1)[C:14]1[CH:15]=[CH:16][CH:17]=[CH:18][CH:19]=1. Given the reactants C[O:2][C:3]([C:5]1[CH2:32][CH2:31][CH2:30][C@@:7]2([CH2:11][C@H:10]([O:12][Si:13]([C:26]([CH3:29])([CH3:28])[CH3:27])([C:20]3[CH:25]=[CH:24][CH:23]=[CH:22][CH:21]=3)[C:14]3[CH:19]=[CH:18][CH:17]=[CH:16][CH:15]=3)[CH2:9][CH2:8]2)[CH:6]=1)=O.[H-].COCCO[Al+]OCCOC.[Na+].[H-].[C@H](O)(C([O-])=O)[C@@H](O)C([O-])=O.[Na+].[K+], predict the reaction product. (4) Given the reactants [CH3:1][C:2]1[NH:3][C:4]2[CH2:5][CH2:6][CH2:7][C:8](=[O:26])[C:9]=2[C:10]=1[CH2:11][C:12]1[CH:17]=[CH:16][CH:15]=[CH:14][C:13]=1[S:18]([N:21]1[CH2:25][CH2:24][CH2:23][CH2:22]1)(=[O:20])=[O:19].Br[CH2:28][C:29]([O:31][CH2:32][CH3:33])=[O:30].C(=O)([O-])[O-].[K+].[K+].[I-].[K+], predict the reaction product. The product is: [CH3:1][C:2]1[N:3]([CH2:28][C:29]([O:31][CH2:32][CH3:33])=[O:30])[C:4]2[CH2:5][CH2:6][CH2:7][C:8](=[O:26])[C:9]=2[C:10]=1[CH2:11][C:12]1[CH:17]=[CH:16][CH:15]=[CH:14][C:13]=1[S:18]([N:21]1[CH2:22][CH2:23][CH2:24][CH2:25]1)(=[O:20])=[O:19]. (5) Given the reactants [CH2:1]([N:8]([CH3:27])[S:9]([C:12]1[CH:13]=[C:14]2[C:18](=[CH:19][CH:20]=1)[NH:17][C:16](=[O:21])[C:15]12[O:26][CH2:25][CH2:24][CH2:23][O:22]1)(=[O:11])=[O:10])[C:2]1[CH:7]=[CH:6][CH:5]=[CH:4][CH:3]=1.[OH-].[CH2:29]([N+:36](C)(C)C)[C:30]1C=CC=C[CH:31]=1.C(#N)C=C, predict the reaction product. The product is: [CH2:1]([N:8]([CH3:27])[S:9]([C:12]1[CH:13]=[C:14]2[C:18](=[CH:19][CH:20]=1)[N:17]([CH2:31][CH2:30][C:29]#[N:36])[C:16](=[O:21])[C:15]12[O:26][CH2:25][CH2:24][CH2:23][O:22]1)(=[O:10])=[O:11])[C:2]1[CH:3]=[CH:4][CH:5]=[CH:6][CH:7]=1. (6) Given the reactants Br[C:2]1[CH:22]=[CH:21][C:5]([CH2:6][N:7]([C:15](=[O:20])[CH2:16][CH2:17][CH2:18][CH3:19])[C@H:8]([C:12]([OH:14])=[O:13])[CH:9]([CH3:11])[CH3:10])=[CH:4][CH:3]=1.[NH:23]1[C:27]([C:28]2[CH:33]=[CH:32][CH:31]=[CH:30][C:29]=2B(O)O)=[N:26][N:25]=[N:24]1.C[O-].[Na+], predict the reaction product. The product is: [CH3:19][CH2:18][CH2:17][CH2:16][C:15]([N:7]([C@H:8]([C:12]([OH:14])=[O:13])[CH:9]([CH3:11])[CH3:10])[CH2:6][C:5]1[CH:4]=[CH:3][C:2]([C:33]2[CH:32]=[CH:31][CH:30]=[CH:29][C:28]=2[C:27]2[NH:23][N:24]=[N:25][N:26]=2)=[CH:22][CH:21]=1)=[O:20]. (7) The product is: [C:12]([O:16][C:17]([NH:19][C@H:20]1[CH2:25][CH2:33][C@H:32]([N:29]2[CH2:30][C:6]3[C:1](=[CH:2][CH:3]=[CH:4][CH:5]=3)[C:7]2=[O:34])[CH2:22][CH2:21]1)=[O:18])([CH3:15])([CH3:14])[CH3:13]. Given the reactants [C:1]1([CH3:7])[CH:6]=[CH:5][CH:4]=[CH:3][CH:2]=1.C(Cl)(Cl)Cl.[C:12]([O:16][C:17]([NH:19][C@H:20]1[CH2:25]C[C@H](N)[CH2:22][CH2:21]1)=[O:18])([CH3:15])([CH3:14])[CH3:13].C([N:29]([CH2:32][CH3:33])[CH2:30]C)C.[OH2:34], predict the reaction product. (8) Given the reactants [Br:1][C:2]1[CH:3]=[C:4]([CH:7]=[CH:8][CH:9]=1)[CH2:5]Br.CN(C)C(=O)C.Br[C:17]1[N:22]=[CH:21][CH:20]=[CH:19][N:18]=1.O, predict the reaction product. The product is: [Br:1][C:2]1[CH:3]=[C:4]([CH:7]=[CH:8][CH:9]=1)[CH2:5][C:17]1[N:22]=[CH:21][CH:20]=[CH:19][N:18]=1. (9) Given the reactants [F:1][C:2]1[CH:7]=[CH:6][CH:5]=[CH:4][C:3]=1[C:8]1[CH:12]=[C:11]([CH2:13][N:14]2[CH2:19][CH2:18][NH:17][CH2:16][CH2:15]2)[O:10][N:9]=1.[CH:20]([NH:33][CH2:34][C:35](O)=[O:36])([C:27]1[CH:32]=[CH:31][CH:30]=[CH:29][CH:28]=1)[C:21]1[CH:26]=[CH:25][CH:24]=[CH:23][CH:22]=1.C(Cl)CCl.CC(NP(OC1C=CC(Cl)=CC=1Cl)(OC)=S)C, predict the reaction product. The product is: [CH:20]([NH:33][CH2:34][C:35]([N:17]1[CH2:16][CH2:15][N:14]([CH2:13][C:11]2[O:10][N:9]=[C:8]([C:3]3[CH:4]=[CH:5][CH:6]=[CH:7][C:2]=3[F:1])[CH:12]=2)[CH2:19][CH2:18]1)=[O:36])([C:27]1[CH:28]=[CH:29][CH:30]=[CH:31][CH:32]=1)[C:21]1[CH:26]=[CH:25][CH:24]=[CH:23][CH:22]=1.